Task: Predict the product of the given reaction.. Dataset: Forward reaction prediction with 1.9M reactions from USPTO patents (1976-2016) (1) Given the reactants [CH:1]([C:3]1[CH:4]=[C:5]([CH:18]=[CH:19][CH:20]=1)[O:6][CH2:7][C:8]1[CH:17]=[CH:16][C:11]([C:12]([O:14][CH3:15])=[O:13])=[CH:10][CH:9]=1)=O.[NH2:21][C:22]1[CH:27]=[CH:26][CH:25]=[CH:24][CH:23]=1.C(O)(=O)C.C(O[BH-](OC(=O)C)OC(=O)C)(=O)C.[Na+], predict the reaction product. The product is: [NH:21]([CH2:1][C:3]1[CH:4]=[C:5]([CH:18]=[CH:19][CH:20]=1)[O:6][CH2:7][C:8]1[CH:17]=[CH:16][C:11]([C:12]([O:14][CH3:15])=[O:13])=[CH:10][CH:9]=1)[C:22]1[CH:27]=[CH:26][CH:25]=[CH:24][CH:23]=1. (2) Given the reactants [Br:1][C:2]1[CH:3]=[C:4]2[C:8](=[CH:9][CH:10]=1)[C:7](=O)[CH2:6][CH2:5]2.[Cl-].[OH:13][NH3+:14].C([O-])(=O)C.[Na+], predict the reaction product. The product is: [Br:1][C:2]1[CH:3]=[C:4]2[C:8](=[CH:9][CH:10]=1)[C:7](=[N:14][OH:13])[CH2:6][CH2:5]2. (3) Given the reactants C(=O)([O-])[O-].[K+].[K+].[CH3:7][O:8][N:9]=[C:10]([CH2:16][C:17](=[O:19])[CH3:18])[C:11]([O:13][CH2:14][CH3:15])=[O:12].[F:20][C:21]1[CH:28]=[CH:27][C:24]([CH2:25]Br)=[CH:23][CH:22]=1, predict the reaction product. The product is: [F:20][C:21]1[CH:28]=[CH:27][C:24]([CH2:25][CH:16]([C:17](=[O:19])[CH3:18])[C:10](=[N:9][O:8][CH3:7])[C:11]([O:13][CH2:14][CH3:15])=[O:12])=[CH:23][CH:22]=1. (4) Given the reactants Cl.[CH2:2]([O:9][C:10]1[CH:19]=[CH:18][CH:17]=[C:16]2[C:11]=1[CH2:12][CH2:13][CH2:14][CH:15]2[C:20]([N:22]([C:29]1[CH:30]=[N:31][C:32]([CH:35]([CH3:37])[CH3:36])=[CH:33][CH:34]=1)[CH2:23][C:24]1[CH:25]=[N:26][NH:27][CH:28]=1)=[O:21])[C:3]1[CH:8]=[CH:7][CH:6]=[CH:5][CH:4]=1.Cl[CH2:39][C:40]1[CH:45]=[C:44]([CH3:46])[CH:43]=[CH:42][N:41]=1, predict the reaction product. The product is: [CH2:2]([O:9][C:10]1[CH:19]=[CH:18][CH:17]=[C:16]2[C:11]=1[CH2:12][CH2:13][CH2:14][CH:15]2[C:20]([N:22]([C:29]1[CH:30]=[N:31][C:32]([CH:35]([CH3:37])[CH3:36])=[CH:33][CH:34]=1)[CH2:23][C:24]1[CH:25]=[N:26][N:27]([CH2:39][C:40]2[CH:45]=[C:44]([CH3:46])[CH:43]=[CH:42][N:41]=2)[CH:28]=1)=[O:21])[C:3]1[CH:8]=[CH:7][CH:6]=[CH:5][CH:4]=1.